From a dataset of Full USPTO retrosynthesis dataset with 1.9M reactions from patents (1976-2016). Predict the reactants needed to synthesize the given product. (1) Given the product [NH:12]([C:8]1[C:7]([F:11])=[CH:6][C:3]([C:4]#[N:5])=[C:2]([F:1])[CH:9]=1)[NH2:13], predict the reactants needed to synthesize it. The reactants are: [F:1][C:2]1[CH:9]=[C:8](F)[C:7]([F:11])=[CH:6][C:3]=1[C:4]#[N:5].[NH2:12][NH2:13]. (2) Given the product [Cl-:20].[CH3:29][C:23]1[C:22]([CH2:21][P+:7]([C:1]2[CH:2]=[CH:3][CH:4]=[CH:5][CH:6]=2)([C:8]2[CH:13]=[CH:12][CH:11]=[CH:10][CH:9]=2)[C:14]2[CH:15]=[CH:16][CH:17]=[CH:18][CH:19]=2)=[CH:27][CH:26]=[C:25]([CH3:28])[N:24]=1, predict the reactants needed to synthesize it. The reactants are: [C:1]1([P:7]([C:14]2[CH:19]=[CH:18][CH:17]=[CH:16][CH:15]=2)[C:8]2[CH:13]=[CH:12][CH:11]=[CH:10][CH:9]=2)[CH:6]=[CH:5][CH:4]=[CH:3][CH:2]=1.[Cl:20][CH2:21][C:22]1[C:23]([CH3:29])=[N:24][C:25]([CH3:28])=[CH:26][CH:27]=1.